From a dataset of Forward reaction prediction with 1.9M reactions from USPTO patents (1976-2016). Predict the product of the given reaction. (1) Given the reactants Br[C:2]1[CH:3]=[N:4][C:5]([C:8]([C:10]2[CH:15]=[CH:14][C:13]([O:16][CH:17]3[CH2:22][CH2:21][CH2:20][CH2:19][O:18]3)=[CH:12][CH:11]=2)=[O:9])=[N:6][CH:7]=1.[CH3:23][C:24]1([CH3:40])[C:28]([CH3:30])([CH3:29])[O:27][B:26]([B:26]2[O:27][C:28]([CH3:30])([CH3:29])[C:24]([CH3:40])([CH3:23])[O:25]2)[O:25]1.CC([O-])=O.[K+], predict the reaction product. The product is: [O:18]1[CH2:19][CH2:20][CH2:21][CH2:22][CH:17]1[O:16][C:13]1[CH:14]=[CH:15][C:10]([C:8]([C:5]2[N:4]=[CH:3][C:2]([B:26]3[O:27][C:28]([CH3:30])([CH3:29])[C:24]([CH3:40])([CH3:23])[O:25]3)=[CH:7][N:6]=2)=[O:9])=[CH:11][CH:12]=1. (2) Given the reactants CN(C(ON1N=NC2C=CC=NC1=2)=[N+](C)C)C.F[P-](F)(F)(F)(F)F.[N:25]1([C:31]2[N:36]=[CH:35][C:34]([C:37]3[C:46]4[C:41](=[CH:42][CH:43]=[C:44](/[CH:47]=[C:48]5/[C:49](=[O:54])[NH:50][C:51](=[O:53])[S:52]/5)[CH:45]=4)[N:40]=[CH:39][CH:38]=3)=[CH:33][CH:32]=2)[CH2:30][CH2:29][NH:28][CH2:27][CH2:26]1.[C:55](O)(=[O:58])[CH:56]=[CH2:57], predict the reaction product. The product is: [C:55]([N:28]1[CH2:29][CH2:30][N:25]([C:31]2[N:36]=[CH:35][C:34]([C:37]3[C:46]4[C:41](=[CH:42][CH:43]=[C:44](/[CH:47]=[C:48]5/[C:49](=[O:54])[NH:50][C:51](=[O:53])[S:52]/5)[CH:45]=4)[N:40]=[CH:39][CH:38]=3)=[CH:33][CH:32]=2)[CH2:26][CH2:27]1)(=[O:58])[CH:56]=[CH2:57]. (3) Given the reactants C([O:3][C:4](=O)[CH:5]([C:7]1[CH:8]=[C:9]2[C:14](=[CH:15][CH:16]=1)[N:13]=[CH:12][C:11]([C:17]1[CH:18]=[N:19][N:20]([CH3:22])[CH:21]=1)=[CH:10]2)[CH3:6])C.O.[NH2:25][NH2:26], predict the reaction product. The product is: [CH3:22][N:20]1[CH:21]=[C:17]([C:11]2[CH:12]=[N:13][C:14]3[C:9]([CH:10]=2)=[CH:8][C:7]([CH:5]([CH3:6])[C:4]([NH:25][NH2:26])=[O:3])=[CH:16][CH:15]=3)[CH:18]=[N:19]1. (4) Given the reactants [NH:1]1[C:6]2[CH2:7][CH2:8][CH2:9][C:5]=2[C:4](=[O:10])[NH:3][C:2]1=[O:11].[CH3:12][Si:13]([CH3:20])([CH3:19])N[Si:13]([CH3:20])([CH3:19])[CH3:12].S(=O)(=O)(O)O, predict the reaction product. The product is: [CH3:12][Si:13]([CH3:20])([CH3:19])[O:11][C:2]1[N:3]=[C:4]([O:10][Si:13]([CH3:20])([CH3:19])[CH3:12])[C:5]2[CH2:9][CH2:8][CH2:7][C:6]=2[N:1]=1.